The task is: Predict the product of the given reaction.. This data is from Forward reaction prediction with 1.9M reactions from USPTO patents (1976-2016). (1) Given the reactants [Cl:1][C:2]1[CH:7]=[C:6]([N+:8]([O-])=O)[CH:5]=[CH:4][C:3]=1[O:11][CH2:12][C:13]1[CH:18]=[CH:17][CH:16]=[C:15]([F:19])[CH:14]=1.[Cl-].[NH4+], predict the reaction product. The product is: [Cl:1][C:2]1[CH:7]=[C:6]([CH:5]=[CH:4][C:3]=1[O:11][CH2:12][C:13]1[CH:18]=[CH:17][CH:16]=[C:15]([F:19])[CH:14]=1)[NH2:8]. (2) Given the reactants Cl[CH2:2][CH2:3][CH2:4][C:5]([C:7]1[CH:12]=[CH:11][C:10]([C:13]([CH3:18])([CH3:17])[C:14]([OH:16])=[O:15])=[CH:9][CH:8]=1)=[O:6].[N:19]1(CO)[CH2:24][CH2:23][CH2:22][CH2:21][CH2:20]1.[C:27]([O-:30])([O-])=O.[K+].[K+].[C:33]1(C)[CH:38]=[CH:37][CH:36]=[CH:35][CH:34]=1, predict the reaction product. The product is: [OH:30][C:27]([C:33]1[CH:34]=[CH:35][CH:36]=[CH:37][CH:38]=1)([C:7]1[CH:12]=[CH:11][CH:10]=[CH:9][CH:8]=1)[CH:22]1[CH2:21][CH2:20][N:19]([CH2:2][CH2:3][CH2:4][C:5]([C:7]2[CH:12]=[CH:11][C:10]([C:13]([CH3:18])([CH3:17])[C:14]([OH:16])=[O:15])=[CH:9][CH:8]=2)=[O:6])[CH2:24][CH2:23]1. (3) Given the reactants C[O:2][C:3]([C:5]1[C:14]([NH2:15])=[C:13]([F:16])[C:8]2[N:9]=[CH:10][N:11]([CH3:12])[C:7]=2[CH:6]=1)=[O:4].C(=O)([O-])[O-].[Cs+].[Cs+].[Br:23][C:24]1[CH:29]=[CH:28][C:27](I)=[C:26]([Cl:31])[CH:25]=1.S(=O)(=O)(O)O.[OH-].[Na+], predict the reaction product. The product is: [Br:23][C:24]1[CH:29]=[CH:28][C:27]([NH:15][C:14]2[C:5]([C:3]([OH:2])=[O:4])=[CH:6][C:7]3[N:11]([CH3:12])[CH:10]=[N:9][C:8]=3[C:13]=2[F:16])=[C:26]([Cl:31])[CH:25]=1. (4) Given the reactants [Cl:1][CH2:2][C:3]1[N:4]=[C:5]2[S:12][CH:11]=[C:10]([CH2:13][OH:14])[N:6]2[C:7](=[O:9])[CH:8]=1.[Cr](Cl)([O-])(=O)=O.[NH+]1C=CC=CC=1, predict the reaction product. The product is: [Cl:1][CH2:2][C:3]1[N:4]=[C:5]2[S:12][CH:11]=[C:10]([CH:13]=[O:14])[N:6]2[C:7](=[O:9])[CH:8]=1. (5) Given the reactants [C:1]([O:5][C:6](=[O:27])[NH:7][C:8]1[S:9][C@:10]2([CH2:25][OH:26])[C@H:12]([C@:13]([C:17]3[CH:22]=[C:21]([Br:23])[CH:20]=[CH:19][C:18]=3[F:24])([CH2:15][F:16])[N:14]=1)[CH2:11]2)([CH3:4])([CH3:3])[CH3:2].N(/C(N1CCCCC1)=O)=N\C(N1CCCCC1)=O.C(P(CCCC)CCCC)CCC.[F:59][C:60]([F:64])([F:63])[CH2:61]O, predict the reaction product. The product is: [C:1]([O:5][C:6](=[O:27])[NH:7][C:8]1[S:9][C@:10]2([CH2:25][O:26][CH2:61][C:60]([F:64])([F:63])[F:59])[C@H:12]([C@:13]([C:17]3[CH:22]=[C:21]([Br:23])[CH:20]=[CH:19][C:18]=3[F:24])([CH2:15][F:16])[N:14]=1)[CH2:11]2)([CH3:4])([CH3:2])[CH3:3]. (6) Given the reactants [O:1]=[C:2]([OH:14])[C@@H:3]([C@H:5]([C@H:7]([C@@H:9]([C:11]([OH:13])=[O:12])[OH:10])[OH:8])[OH:6])[OH:4].[CH3:15][NH:16][C@@H:17]([CH2:19]/[CH:20]=[CH:21]/[C:22]1[CH:23]=[N:24][CH:25]=[CH:26][CH:27]=1)[CH3:18].CC(O)C, predict the reaction product. The product is: [O:1]=[C:2]([OH:14])[C@@H:3]([C@H:5]([C@H:7]([C@@H:9]([C:11]([OH:13])=[O:12])[OH:10])[OH:8])[OH:6])[OH:4].[CH3:15][NH:16][C@@H:17]([CH2:19]/[CH:20]=[CH:21]/[C:22]1[CH:23]=[N:24][CH:25]=[CH:26][CH:27]=1)[CH3:18].[CH3:15][NH:16][C@@H:17]([CH2:19]/[CH:20]=[CH:21]/[C:22]1[CH:23]=[N:24][CH:25]=[CH:26][CH:27]=1)[CH3:18].